The task is: Predict the reactants needed to synthesize the given product.. This data is from Full USPTO retrosynthesis dataset with 1.9M reactions from patents (1976-2016). (1) Given the product [Cl:1][C:2]1[C:7]([NH:10][NH2:11])=[N:6][CH:5]=[CH:4][N:3]=1, predict the reactants needed to synthesize it. The reactants are: [Cl:1][C:2]1[C:7](Cl)=[N:6][CH:5]=[CH:4][N:3]=1.O.[NH2:10][NH2:11].O. (2) Given the product [NH:3]1[C:4]2[CH:9]=[CH:8][CH:7]=[CH:6][C:5]=2[N:1]=[C:2]1[C:10]1[C:14]([NH:15][C:16](=[O:17])[C:18]([CH3:24])([CH3:25])[CH2:19][OH:20])=[CH:13][NH:12][N:11]=1, predict the reactants needed to synthesize it. The reactants are: [NH:1]1[C:5]2[CH:6]=[CH:7][CH:8]=[CH:9][C:4]=2[N:3]=[C:2]1[C:10]1[C:14]([NH:15][C:16]([C:18]([CH3:25])([CH3:24])[CH2:19][O:20]C(=O)C)=[O:17])=[CH:13][NH:12][N:11]=1.C([O-])([O-])=O.[K+].[K+]. (3) Given the product [N:1]1[CH:6]=[CH:5][CH:4]=[C:3]([C:7]2[CH:11]=[C:10]([C:12]([F:15])([F:13])[F:14])[N:9]([C:16]3[N:21]=[N:20][C:19]([NH2:22])=[CH:18][CH:17]=3)[N:8]=2)[CH:2]=1.[C:32]([O:36][C:37]([N:39]1[CH2:44][CH2:43][CH2:42][CH:41]([C:45](=[O:46])[NH:22][C:19]2[N:20]=[N:21][C:16]([N:9]3[C:10]([C:12]([F:15])([F:13])[F:14])=[CH:11][C:7]([C:3]4[CH:2]=[N:1][CH:6]=[CH:5][CH:4]=4)=[N:8]3)=[CH:17][CH:18]=2)[CH2:40]1)=[O:38])([CH3:35])([CH3:34])[CH3:33], predict the reactants needed to synthesize it. The reactants are: [N:1]1[CH:6]=[CH:5][CH:4]=[C:3]([C:7]2[CH:11]=[C:10]([C:12]([F:15])([F:14])[F:13])[N:9]([C:16]3[N:21]=[N:20][C:19]([NH2:22])=[CH:18][CH:17]=3)[N:8]=2)[CH:2]=1.C(N(CC)C(C)C)(C)C.[C:32]([O:36][C:37]([N:39]1[CH2:44][CH2:43][CH2:42][CH:41]([C:45](Cl)=[O:46])[CH2:40]1)=[O:38])([CH3:35])([CH3:34])[CH3:33].C(=O)(O)[O-].[Na+].